Dataset: Full USPTO retrosynthesis dataset with 1.9M reactions from patents (1976-2016). Task: Predict the reactants needed to synthesize the given product. Given the product [Cl:22][C:14]1[CH:13]=[C:12]([O:4][CH:1]([CH3:3])[CH3:2])[N+:17]([O-:18])=[C:16]2[CH2:19][CH2:20][CH2:21][C:15]=12, predict the reactants needed to synthesize it. The reactants are: [CH:1]([OH:4])([CH3:3])[CH3:2].CC(C)([O-])C.[K+].Cl[C:12]1[N+:17]([O-:18])=[C:16]2[CH2:19][CH2:20][CH2:21][C:15]2=[C:14]([Cl:22])[CH:13]=1.